Dataset: Full USPTO retrosynthesis dataset with 1.9M reactions from patents (1976-2016). Task: Predict the reactants needed to synthesize the given product. (1) Given the product [OH:30][C:23]12[CH2:28][CH:27]3[CH2:26][CH:25]([CH2:29][CH:21]([CH:20]3[NH:19][C:13](=[O:15])[C:12]3[CH:16]=[CH:17][CH:18]=[C:10]([O:9][CH2:1][CH2:2][C:3]4[CH:4]=[CH:5][CH:6]=[CH:7][CH:8]=4)[CH:11]=3)[CH2:22]1)[CH2:24]2, predict the reactants needed to synthesize it. The reactants are: [CH2:1]([O:9][C:10]1[CH:11]=[C:12]([CH:16]=[CH:17][CH:18]=1)[C:13]([OH:15])=O)[CH2:2][C:3]1[CH:8]=[CH:7][CH:6]=[CH:5][CH:4]=1.[NH2:19][CH:20]1[CH:27]2[CH2:28][C:23]3([OH:30])[CH2:24][CH:25]([CH2:29][CH:21]1[CH2:22]3)[CH2:26]2. (2) Given the product [Cl:8][C:6]1[C:5]([C:9]#[N:10])=[CH:4][N:3]=[C:2]([NH:20][CH2:19][CH2:18][C:14]2[CH:15]=[CH:16][CH:17]=[C:12]([Cl:11])[CH:13]=2)[N:7]=1, predict the reactants needed to synthesize it. The reactants are: Cl[C:2]1[N:7]=[C:6]([Cl:8])[C:5]([C:9]#[N:10])=[CH:4][N:3]=1.[Cl:11][C:12]1[CH:13]=[C:14]([CH2:18][CH2:19][NH2:20])[CH:15]=[CH:16][CH:17]=1.CCN(C(C)C)C(C)C.O. (3) Given the product [C:2]1([C:1]([C:9]2[CH:14]=[N:13][C:12]([N:15]3[CH2:20][CH2:19][NH:18][CH2:17][CH2:16]3)=[N:11][CH:10]=2)=[O:8])[CH:3]=[CH:4][CH:5]=[CH:6][CH:7]=1, predict the reactants needed to synthesize it. The reactants are: [C:1]([C:9]1[CH:10]=[N:11][C:12]([N:15]2[CH2:20][CH2:19][N:18](C(OC(C)(C)C)=O)[CH2:17][CH2:16]2)=[N:13][CH:14]=1)(=[O:8])[C:2]1[CH:7]=[CH:6][CH:5]=[CH:4][CH:3]=1.Cl.O1CCOCC1. (4) Given the product [CH:1]1([C:4]2[N:5]=[CH:6][N:7]([C:9]3[CH:10]=[CH:11][C:12]([O:21][CH3:22])=[C:13]([CH:20]=3)[C:14]([OH:16])=[O:15])[CH:8]=2)[CH2:2][CH2:3]1, predict the reactants needed to synthesize it. The reactants are: [CH:1]1([C:4]2[N:5]=[CH:6][N:7]([C:9]3[CH:10]=[CH:11][C:12]([O:21][CH3:22])=[C:13]([CH:20]=3)[C:14]([O:16]C(C)C)=[O:15])[CH:8]=2)[CH2:3][CH2:2]1. (5) Given the product [CH3:1][O:2][C:3]1[CH:4]=[C:5]([CH:23]=[CH:24][C:25]=1[O:26][CH2:27][C:28]1[N:29]=[C:30]([C:34]2[CH:39]=[CH:38][CH:37]=[CH:36][CH:35]=2)[O:31][C:32]=1[CH3:33])[CH2:6][O:7][C:8]1[CH:12]=[C:11]([CH2:13][OH:14])[N:10]([C:17]2[CH:18]=[CH:19][CH:20]=[CH:21][CH:22]=2)[N:9]=1, predict the reactants needed to synthesize it. The reactants are: [CH3:1][O:2][C:3]1[CH:4]=[C:5]([CH:23]=[CH:24][C:25]=1[O:26][CH2:27][C:28]1[N:29]=[C:30]([C:34]2[CH:39]=[CH:38][CH:37]=[CH:36][CH:35]=2)[O:31][C:32]=1[CH3:33])[CH2:6][O:7][C:8]1[CH:12]=[C:11]([C:13](OC)=[O:14])[N:10]([C:17]2[CH:22]=[CH:21][CH:20]=[CH:19][CH:18]=2)[N:9]=1.[H-].[Al+3].[Li+].[H-].[H-].[H-].O.O.O.O.O.O.O.O.O.O.S([O-])([O-])(=O)=O.[Na+].[Na+]. (6) Given the product [O:21]1[C:20]2[CH:19]=[CH:18][N:17]=[CH:16][C:15]=2[CH:14]=[C:13]1[C:11]1[O:10][N:9]=[C:8]([CH2:7][CH:4]2[CH2:5][CH2:6][N:1]([C:23]3[CH:33]=[CH:32][C:26]([C:27]([O:29][CH2:30][CH3:31])=[O:28])=[CH:25][N:24]=3)[CH2:2][CH2:3]2)[N:12]=1, predict the reactants needed to synthesize it. The reactants are: [NH:1]1[CH2:6][CH2:5][CH:4]([CH2:7][C:8]2[N:12]=[C:11]([C:13]3[O:21][C:20]4[CH:19]=[CH:18][N:17]=[CH:16][C:15]=4[CH:14]=3)[O:10][N:9]=2)[CH2:3][CH2:2]1.Cl[C:23]1[CH:33]=[CH:32][C:26]([C:27]([O:29][CH2:30][CH3:31])=[O:28])=[CH:25][N:24]=1.C1CCN2C(=NCCC2)CC1.CC(O)=O. (7) Given the product [F:7][C:8]1[CH:9]=[C:10]([S:15]([OH:17])=[O:16])[CH:11]=[CH:12][C:13]=1[F:14], predict the reactants needed to synthesize it. The reactants are: S([O-])([O-])=O.[Na+].[Na+].[F:7][C:8]1[CH:9]=[C:10]([S:15](Cl)(=[O:17])=[O:16])[CH:11]=[CH:12][C:13]=1[F:14].S(Cl)(Cl)(=O)=O.[OH-].[Na+].Cl. (8) Given the product [CH3:7][S:8]([O:6][CH2:1][CH2:2][CH2:3][CH2:4][O:9][S:8]([CH3:7])(=[O:11])=[O:10])(=[O:10])=[O:9], predict the reactants needed to synthesize it. The reactants are: [CH2:1]([OH:6])[CH2:2][CH:3](O)[CH3:4].[CH3:7][S:8]([OH:11])(=[O:10])=[O:9]. (9) Given the product [CH3:30][C:31]1([CH3:40])[CH2:36][N:35]([C:18]([C:17]2[CH:16]=[C:15]([N:12]3[CH2:13][CH2:14][CH:9]([N:8]4[CH2:7][CH2:6][C:5]5[CH:24]=[CH:25][CH:26]=[CH:27][C:4]=5[NH:3][C:2]4=[O:1])[CH2:10][CH2:11]3)[CH:23]=[CH:22][CH:21]=2)=[O:19])[CH2:34][C:33]2[CH:37]=[N:38][NH:39][C:32]1=2, predict the reactants needed to synthesize it. The reactants are: [O:1]=[C:2]1[N:8]([CH:9]2[CH2:14][CH2:13][N:12]([C:15]3[CH:16]=[C:17]([CH:21]=[CH:22][CH:23]=3)[C:18](O)=[O:19])[CH2:11][CH2:10]2)[CH2:7][CH2:6][C:5]2[CH:24]=[CH:25][CH:26]=[CH:27][C:4]=2[NH:3]1.Cl.Cl.[CH3:30][C:31]1([CH3:40])[CH2:36][NH:35][CH2:34][C:33]2[CH:37]=[N:38][NH:39][C:32]1=2.C(N(CC)CC)C.CN(C(ON1N=NC2C=CC=CC1=2)=[N+](C)C)C.[B-](F)(F)(F)F. (10) Given the product [CH:1]1([C@@H:7]([OH:35])[C:8]([N:10]2[CH2:34][CH2:33][CH2:32][C@H:11]2[C:12]([NH:14][CH2:15][C:16]2[CH:21]=[C:20]([Cl:22])[CH:19]=[CH:18][C:17]=2[CH2:23][NH2:24])=[O:13])=[O:9])[CH2:2][CH2:3][CH2:4][CH2:5][CH2:6]1, predict the reactants needed to synthesize it. The reactants are: [CH:1]1([C@@H:7]([OH:35])[C:8]([N:10]2[CH2:34][CH2:33][CH2:32][C@H:11]2[C:12]([NH:14][CH2:15][C:16]2[CH:21]=[C:20]([Cl:22])[CH:19]=[CH:18][C:17]=2[CH2:23][NH:24]C(OC(C)(C)C)=O)=[O:13])=[O:9])[CH2:6][CH2:5][CH2:4][CH2:3][CH2:2]1.